From a dataset of Full USPTO retrosynthesis dataset with 1.9M reactions from patents (1976-2016). Predict the reactants needed to synthesize the given product. (1) The reactants are: [CH:1]1([NH2:4])[CH2:3][CH2:2]1.[Br:5][C:6]1[N:7]=[C:8]([NH:26][C:27]([CH3:43])([C:29]2[CH:34]=[CH:33][CH:32]=[CH:31][C:30]=2[O:35][CH2:36][C:37]2[CH:42]=[CH:41][CH:40]=[CH:39][CH:38]=2)[CH3:28])[C:9](=[O:25])[N:10]([C:12]2[CH:13]=[C:14]([CH:20]=[C:21]([F:24])[C:22]=2[CH3:23])[C:15](OCC)=[O:16])[CH:11]=1.C([Mg]Cl)(C)C.Cl. Given the product [Br:5][C:6]1[N:7]=[C:8]([NH:26][C:27]([CH3:43])([C:29]2[CH:34]=[CH:33][CH:32]=[CH:31][C:30]=2[O:35][CH2:36][C:37]2[CH:38]=[CH:39][CH:40]=[CH:41][CH:42]=2)[CH3:28])[C:9](=[O:25])[N:10]([C:12]2[CH:13]=[C:14]([CH:20]=[C:21]([F:24])[C:22]=2[CH3:23])[C:15]([NH:4][CH:1]2[CH2:3][CH2:2]2)=[O:16])[CH:11]=1, predict the reactants needed to synthesize it. (2) Given the product [ClH:31].[CH2:1]1[CH2:10][O:9][C:8]2[CH:7]=[CH:6][C:5]([NH:11][C:12]3[C:17]([F:18])=[CH:16][N:15]=[C:14]([NH:19][C:20]4[CH:25]=[CH:24][CH:23]=[C:22]([O:26][CH2:27][CH2:28][NH:29][CH3:30])[CH:21]=4)[N:13]=3)=[CH:4][C:3]=2[O:2]1, predict the reactants needed to synthesize it. The reactants are: [CH2:1]1[CH2:10][O:9][C:8]2[CH:7]=[CH:6][C:5]([NH:11][C:12]3[C:17]([F:18])=[CH:16][N:15]=[C:14]([NH:19][C:20]4[CH:25]=[CH:24][CH:23]=[C:22]([O:26][CH2:27][CH2:28][NH:29][CH3:30])[CH:21]=4)[N:13]=3)=[CH:4][C:3]=2[O:2]1.[ClH:31]. (3) Given the product [F:10][CH:9]([F:11])[O:8][C:5]1[CH:6]=[CH:7][C:2]([B:15]2[O:16][C:17]([CH3:19])([CH3:18])[C:13]([CH3:29])([CH3:12])[O:14]2)=[CH:3][CH:4]=1, predict the reactants needed to synthesize it. The reactants are: Br[C:2]1[CH:7]=[CH:6][C:5]([O:8][CH:9]([F:11])[F:10])=[CH:4][CH:3]=1.[CH3:12][C:13]1([CH3:29])[C:17]([CH3:19])([CH3:18])[O:16][B:15]([B:15]2[O:16][C:17]([CH3:19])([CH3:18])[C:13]([CH3:29])([CH3:12])[O:14]2)[O:14]1.C([O-])(=O)C.[K+]. (4) Given the product [C:23]([O:27][C:28]([N:30]1[CH2:36][CH2:35][C:34]2[CH:37]=[CH:38][C:39]([NH:41][C:2]3[N:22]=[C:5]4[C:6]([C:10]5[CH:15]=[C:14]([C:16]([F:19])([F:18])[F:17])[CH:13]=[CH:12][C:11]=5[O:20][CH3:21])=[CH:7][CH:8]=[CH:9][N:4]4[N:3]=3)=[CH:40][C:33]=2[CH2:32][CH2:31]1)=[O:29])([CH3:26])([CH3:24])[CH3:25], predict the reactants needed to synthesize it. The reactants are: Cl[C:2]1[N:22]=[C:5]2[C:6]([C:10]3[CH:15]=[C:14]([C:16]([F:19])([F:18])[F:17])[CH:13]=[CH:12][C:11]=3[O:20][CH3:21])=[CH:7][CH:8]=[CH:9][N:4]2[N:3]=1.[C:23]([O:27][C:28]([N:30]1[CH2:36][CH2:35][C:34]2[CH:37]=[CH:38][C:39]([NH2:41])=[CH:40][C:33]=2[CH2:32][CH2:31]1)=[O:29])([CH3:26])([CH3:25])[CH3:24]. (5) Given the product [CH2:29]([C:25]([CH2:24][C:8]1[N:7]([CH2:6][C:5]2[CH:33]=[CH:34][C:2]([N:35]3[CH2:40][CH2:39][CH2:38][CH2:37][CH2:36]3)=[CH:3][CH:4]=2)[C:11]2[CH:12]=[C:13]([O:16][CH2:17][C:18]3[CH:22]=[CH:21][N:20]([CH3:23])[N:19]=3)[CH:14]=[CH:15][C:10]=2[N:9]=1)([CH2:31][CH3:32])[C:26]([OH:28])=[O:27])[CH3:30], predict the reactants needed to synthesize it. The reactants are: Br[C:2]1[CH:34]=[CH:33][C:5]([CH2:6][N:7]2[C:11]3[CH:12]=[C:13]([O:16][CH2:17][C:18]4[CH:22]=[CH:21][N:20]([CH3:23])[N:19]=4)[CH:14]=[CH:15][C:10]=3[N:9]=[C:8]2[CH2:24][C:25]([CH2:31][CH3:32])([CH2:29][CH3:30])[C:26]([OH:28])=[O:27])=[CH:4][CH:3]=1.[NH:35]1[CH2:40][CH2:39][CH2:38][CH2:37][CH2:36]1. (6) Given the product [OH:4][C:5]1[CH:6]=[CH:7][C:8]([O:14][CH2:15][C:16]2[CH:17]=[CH:18][C:19]([O:22][CH2:23][C:24]3[N:25]=[C:26]([C:30]4[CH:31]=[CH:32][CH:33]=[CH:34][CH:35]=4)[O:27][C:28]=3[CH3:29])=[CH:20][CH:21]=2)=[C:9]([CH2:11][C:12]#[N:13])[CH:10]=1, predict the reactants needed to synthesize it. The reactants are: COC[O:4][C:5]1[CH:6]=[CH:7][C:8]([O:14][CH2:15][C:16]2[CH:21]=[CH:20][C:19]([O:22][CH2:23][C:24]3[N:25]=[C:26]([C:30]4[CH:35]=[CH:34][CH:33]=[CH:32][CH:31]=4)[O:27][C:28]=3[CH3:29])=[CH:18][CH:17]=2)=[C:9]([CH2:11][C:12]#[N:13])[CH:10]=1.S(=O)(=O)(O)O.O1CCCC1.